This data is from CYP3A4 substrate classification data from Carbon-Mangels et al.. The task is: Regression/Classification. Given a drug SMILES string, predict its absorption, distribution, metabolism, or excretion properties. Task type varies by dataset: regression for continuous measurements (e.g., permeability, clearance, half-life) or binary classification for categorical outcomes (e.g., BBB penetration, CYP inhibition). Dataset: cyp3a4_substrate_carbonmangels. (1) The compound is CC/C(=C(/c1ccccc1)c1ccc(OCCN(C)C)cc1)c1ccccc1. The result is 1 (substrate). (2) The drug is Cc1cnc(C(=O)NCCc2ccc(S(=O)(=O)NC(=O)NC3CCCCC3)cc2)cn1. The result is 0 (non-substrate). (3) The compound is CCCCC1C(=O)N(c2ccccc2)N(c2ccccc2)C1=O. The result is 0 (non-substrate). (4) The compound is COc1cc2c(c(OC)c1OC)-c1ccc(OC)c(=O)cc1[C@@H](NC(C)=O)CC2. The result is 1 (substrate). (5) The molecule is Cc1ccsc1C(=CCCN1CCC[C@@H](C(=O)O)C1)c1sccc1C. The result is 1 (substrate). (6) The molecule is Cc1cc(-c2ccccc2)nnc1NCCN1CCOCC1. The result is 0 (non-substrate).